Dataset: Forward reaction prediction with 1.9M reactions from USPTO patents (1976-2016). Task: Predict the product of the given reaction. (1) Given the reactants [C:1]([N:4]1[C:12]2[C:7](=[CH:8][C:9]([C:13](=[O:15])[CH3:14])=[CH:10][CH:11]=2)[CH2:6][C:5]1=[O:16])(=[O:3])[CH3:2].[F:17][C:18]1[CH:26]=[CH:25][C:21]([C:22](O)=[O:23])=[CH:20][CH:19]=1, predict the reaction product. The product is: [C:1]([N:4]1[C:12]2[C:7](=[CH:8][C:9]([C:13](=[O:15])[CH3:14])=[CH:10][CH:11]=2)[C:6](=[C:22]([C:21]2[CH:25]=[CH:26][C:18]([F:17])=[CH:19][CH:20]=2)[OH:23])[C:5]1=[O:16])(=[O:3])[CH3:2]. (2) Given the reactants [C:1]([O:5][C:6]([N:8]1[CH2:12][C@:11](O)([CH2:13][N:14]2[CH2:19][CH2:18][O:17][CH2:16][CH2:15]2)[CH2:10][C@H:9]1[C:21](=[O:32])[NH:22][CH2:23][C:24]1[CH:29]=[CH:28][CH:27]=[C:26]([Cl:30])[C:25]=1[F:31])=[O:7])([CH3:4])([CH3:3])[CH3:2].CCN(S(F)(F)[F:39])CC.C([O-])(O)=O.[Na+], predict the reaction product. The product is: [C:1]([O:5][C:6]([N:8]1[CH2:12][C@@:11]([F:39])([CH2:13][N:14]2[CH2:19][CH2:18][O:17][CH2:16][CH2:15]2)[CH2:10][C@H:9]1[C:21](=[O:32])[NH:22][CH2:23][C:24]1[CH:29]=[CH:28][CH:27]=[C:26]([Cl:30])[C:25]=1[F:31])=[O:7])([CH3:4])([CH3:3])[CH3:2]. (3) Given the reactants C([C:3]1([NH:7][C:8](=[O:19])[C:9]2[CH:14]=[CH:13][CH:12]=[CH:11][C:10]=2[C:15]([F:18])([F:17])[F:16])[CH2:6][CH2:5][CH2:4]1)#N.CC(C)([O-])C.[Na+], predict the reaction product. The product is: [C:3]1([NH:7][C:8](=[O:19])[C:9]2[CH:14]=[CH:13][CH:12]=[CH:11][C:10]=2[C:15]([F:17])([F:18])[F:16])[CH2:6][CH2:5][CH:4]=1. (4) Given the reactants C(Cl)(=O)C(Cl)=O.[C:7]([Si:11]([CH3:37])([CH3:36])[O:12][CH:13]([CH2:17][NH:18][C:19]([O:21][CH2:22][CH:23]1[C:35]2[CH:34]=[CH:33][CH:32]=[CH:31][C:30]=2[C:29]2[C:24]1=[CH:25][CH:26]=[CH:27][CH:28]=2)=[O:20])[C:14](O)=[O:15])([CH3:10])([CH3:9])[CH3:8].CCN(C(C)C)C(C)C.[NH2:47][C:48]1[S:49][CH:50]=[C:51]([CH3:53])[N:52]=1, predict the reaction product. The product is: [CH:34]1[C:35]2[CH:23]([CH2:22][O:21][C:19](=[O:20])[NH:18][CH2:17][CH:13]([O:12][Si:11]([C:7]([CH3:8])([CH3:9])[CH3:10])([CH3:37])[CH3:36])[C:14]([NH:47][C:48]3[S:49][CH:50]=[C:51]([CH3:53])[N:52]=3)=[O:15])[C:24]3[C:25](=[CH:26][CH:27]=[CH:28][CH:29]=3)[C:30]=2[CH:31]=[CH:32][CH:33]=1. (5) Given the reactants [CH3:1][N:2]1[C:15]2[C:10](=[CH:11][CH:12]=[CH:13][CH:14]=2)[CH:9]([C:16]([O:18]C)=[O:17])[C:8]2[CH:7]=[CH:6][CH:5]=[CH:4][C:3]1=2, predict the reaction product. The product is: [CH3:1][N:2]1[C:15]2[C:10](=[CH:11][CH:12]=[CH:13][CH:14]=2)[CH:9]([C:16]([OH:18])=[O:17])[C:8]2[CH:7]=[CH:6][CH:5]=[CH:4][C:3]1=2.[CH:13]1[CH:12]=[CH:11][C:10]([C:9]2[CH:16]=[CH:5][CH:6]=[CH:7][CH:8]=2)=[CH:15][CH:14]=1. (6) Given the reactants [Br:1][CH2:2][CH2:3][OH:4].[Si:5](Cl)([C:8]([CH3:11])([CH3:10])[CH3:9])([CH3:7])[CH3:6].C(N(CC)CC)C, predict the reaction product. The product is: [Br:1][CH2:2][CH2:3][O:4][Si:5]([C:8]([CH3:11])([CH3:10])[CH3:9])([CH3:7])[CH3:6]. (7) Given the reactants C(OC(=O)[NH:7][C:8]1[S:9][C:10]([C:13]2[CH:18]=[CH:17][N:16]=[C:15]([NH:19][C:20]3[CH:21]=[C:22]([CH3:26])[CH:23]=[CH:24][CH:25]=3)[N:14]=2)=[CH:11][CH:12]=1)(C)(C)C.[ClH:28].C(O)(C(F)(F)F)=O, predict the reaction product. The product is: [ClH:28].[NH2:7][C:8]1[S:9][C:10]([C:13]2[CH:18]=[CH:17][N:16]=[C:15]([NH:19][C:20]3[CH:21]=[C:22]([CH3:26])[CH:23]=[CH:24][CH:25]=3)[N:14]=2)=[CH:11][CH:12]=1. (8) Given the reactants [Cl:1][C:2]1[CH:3]=[C:4]([C:9](=[O:14])[C:10]([F:13])([F:12])[F:11])[CH:5]=[C:6]([Cl:8])[CH:7]=1.[BH4-].[Na+].[OH-].[Na+].[Cl-].[NH4+], predict the reaction product. The product is: [Cl:1][C:2]1[CH:3]=[C:4]([CH:9]([OH:14])[C:10]([F:11])([F:12])[F:13])[CH:5]=[C:6]([Cl:8])[CH:7]=1. (9) Given the reactants [F:1][C:2]([F:30])([F:29])[C:3]1[CH:8]=[C:7]([C:9]([F:12])([F:11])[F:10])[CH:6]=[CH:5][C:4]=1[C:13]1[CH:17]=[C:16]([CH2:18][N:19]2[CH:24]=[C:23]3[N:25]=[C:26](Br)[N:27]=[C:22]3[CH:21]=[N:20]2)[O:15][N:14]=1.[O:31]1[CH:35]=[CH:34][CH:33]=[C:32]1B(O)O, predict the reaction product. The product is: [F:1][C:2]([F:30])([F:29])[C:3]1[CH:8]=[C:7]([C:9]([F:12])([F:11])[F:10])[CH:6]=[CH:5][C:4]=1[C:13]1[CH:17]=[C:16]([CH2:18][N:19]2[CH:24]=[C:23]3[N:25]=[C:26]([C:32]4[O:31][CH:35]=[CH:34][CH:33]=4)[N:27]=[C:22]3[CH:21]=[N:20]2)[O:15][N:14]=1.